From a dataset of Peptide-MHC class I binding affinity with 185,985 pairs from IEDB/IMGT. Regression. Given a peptide amino acid sequence and an MHC pseudo amino acid sequence, predict their binding affinity value. This is MHC class I binding data. (1) The peptide sequence is PVIVPDIKL. The MHC is HLA-A02:06 with pseudo-sequence HLA-A02:06. The binding affinity (normalized) is 0. (2) The peptide sequence is TIEEGRTLR. The MHC is HLA-A33:01 with pseudo-sequence HLA-A33:01. The binding affinity (normalized) is 0.450. (3) The binding affinity (normalized) is 0.0298. The MHC is HLA-A31:01 with pseudo-sequence HLA-A31:01. The peptide sequence is MLPESDLDK. (4) The peptide sequence is HLGGFVHAC. The MHC is HLA-B27:05 with pseudo-sequence HLA-B27:05. The binding affinity (normalized) is 0.0847.